From a dataset of Merck oncology drug combination screen with 23,052 pairs across 39 cell lines. Regression. Given two drug SMILES strings and cell line genomic features, predict the synergy score measuring deviation from expected non-interaction effect. (1) Drug 1: O=C(O)C1(Cc2cccc(Nc3nccs3)n2)CCC(Oc2cccc(Cl)c2F)CC1. Drug 2: Cc1nc(Nc2ncc(C(=O)Nc3c(C)cccc3Cl)s2)cc(N2CCN(CCO)CC2)n1. Cell line: SW620. Synergy scores: synergy=24.6. (2) Drug 1: Cn1nnc2c(C(N)=O)ncn2c1=O. Drug 2: Cn1cc(-c2cnn3c(N)c(Br)c(C4CCCNC4)nc23)cn1. Cell line: NCIH1650. Synergy scores: synergy=0.145. (3) Drug 1: O=S1(=O)NC2(CN1CC(F)(F)F)C1CCC2Cc2cc(C=CCN3CCC(C(F)(F)F)CC3)ccc2C1. Drug 2: CC(C)CC(NC(=O)C(Cc1ccccc1)NC(=O)c1cnccn1)B(O)O. Cell line: OV90. Synergy scores: synergy=-7.31. (4) Drug 1: CCN(CC)CCNC(=O)c1c(C)[nH]c(C=C2C(=O)Nc3ccc(F)cc32)c1C. Drug 2: NC1(c2ccc(-c3nc4ccn5c(=O)[nH]nc5c4cc3-c3ccccc3)cc2)CCC1. Cell line: KPL1. Synergy scores: synergy=32.7. (5) Drug 1: CC(=O)OC1C(=O)C2(C)C(O)CC3OCC3(OC(C)=O)C2C(OC(=O)c2ccccc2)C2(O)CC(OC(=O)C(O)C(NC(=O)c3ccccc3)c3ccccc3)C(C)=C1C2(C)C. Drug 2: COC1CC2CCC(C)C(O)(O2)C(=O)C(=O)N2CCCCC2C(=O)OC(C(C)CC2CCC(OP(C)(C)=O)C(OC)C2)CC(=O)C(C)C=C(C)C(O)C(OC)C(=O)C(C)CC(C)C=CC=CC=C1C. Cell line: OVCAR3. Synergy scores: synergy=6.33.